This data is from Full USPTO retrosynthesis dataset with 1.9M reactions from patents (1976-2016). The task is: Predict the reactants needed to synthesize the given product. Given the product [CH3:1][C:2]([CH3:68])([CH3:67])[O:3][C:4](=[O:66])[NH:5][CH2:6][CH2:7][O:8][CH2:9][CH2:10][O:11][C:12](=[O:65])[NH:13][CH2:14][CH2:15][O:16][CH2:17][CH2:18][O:19][C:20](=[O:64])[NH:21][CH2:22][CH2:23][O:24][CH2:25][CH2:26][O:27][C:28](=[O:63])[NH:29][CH2:30][CH2:31][O:32][CH2:33][CH2:34][O:35][C:36](=[O:62])[NH:37][CH2:38][CH2:39][O:40][CH2:41][CH2:42][O:43][C:44](=[O:61])[NH:45][CH2:46][CH2:47][O:48][CH2:49][CH2:50][O:51][C:52](=[O:60])[NH:53][CH2:54][C:55]([OH:57])=[O:56], predict the reactants needed to synthesize it. The reactants are: [CH3:1][C:2]([CH3:68])([CH3:67])[O:3][C:4](=[O:66])[NH:5][CH2:6][CH2:7][O:8][CH2:9][CH2:10][O:11][C:12](=[O:65])[NH:13][CH2:14][CH2:15][O:16][CH2:17][CH2:18][O:19][C:20](=[O:64])[NH:21][CH2:22][CH2:23][O:24][CH2:25][CH2:26][O:27][C:28](=[O:63])[NH:29][CH2:30][CH2:31][O:32][CH2:33][CH2:34][O:35][C:36](=[O:62])[NH:37][CH2:38][CH2:39][O:40][CH2:41][CH2:42][O:43][C:44](=[O:61])[NH:45][CH2:46][CH2:47][O:48][CH2:49][CH2:50][O:51][C:52](=[O:60])[NH:53][CH2:54][C:55]([O:57]CC)=[O:56].[OH-].[Li+].